From a dataset of Catalyst prediction with 721,799 reactions and 888 catalyst types from USPTO. Predict which catalyst facilitates the given reaction. (1) Reactant: [F:1][C:2]([F:13])([F:12])[C:3]1[CH:11]=[CH:10][C:6]([C:7](O)=[O:8])=[CH:5][N:4]=1. Product: [F:12][C:2]([F:1])([F:13])[C:3]1[N:4]=[CH:5][C:6]([CH2:7][OH:8])=[CH:10][CH:11]=1. The catalyst class is: 1. (2) The catalyst class is: 355. Reactant: [Na].[CH2:2]([O:9][N:10]1[C:16](=[O:17])[N:15]2[CH2:18][C@H:11]1[CH2:12][CH2:13][C@H:14]2[C:19](O)=[O:20])[C:3]1[CH:8]=[CH:7][CH:6]=[CH:5][CH:4]=1.CN1CCOCC1.ClC(OCC)=O.[BH4-].[Na+]. Product: [CH2:2]([O:9][N:10]1[C:16](=[O:17])[N:15]2[CH2:18][C@H:11]1[CH2:12][CH2:13][C@H:14]2[CH2:19][OH:20])[C:3]1[CH:4]=[CH:5][CH:6]=[CH:7][CH:8]=1. (3) Reactant: [CH2:1]([O:3][C:4](=[O:16])[C:5]1[C:10]([F:11])=[CH:9][CH:8]=[C:7]([N+:12]([O-])=O)[C:6]=1[NH2:15])[CH3:2].O.O.[Sn](Cl)Cl. Product: [CH2:1]([O:3][C:4](=[O:16])[C:5]1[C:10]([F:11])=[CH:9][CH:8]=[C:7]([NH2:12])[C:6]=1[NH2:15])[CH3:2]. The catalyst class is: 13. (4) Reactant: F[C:2]1([N+:12]([O-:14])=[O:13])[CH:7]=[C:6]([C:8]([F:11])([F:10])[F:9])[CH:5]=[CH:4][CH2:3]1.[CH3:15][N:16]1[CH2:21][CH2:20][NH:19][CH2:18][CH2:17]1. Product: [CH3:15][N:16]1[CH2:21][CH2:20][N:19]([C:5]2[CH:4]=[CH:3][C:2]([N+:12]([O-:14])=[O:13])=[CH:7][C:6]=2[C:8]([F:11])([F:10])[F:9])[CH2:18][CH2:17]1. The catalyst class is: 24. (5) Reactant: C[O:2][C:3](=O)[C:4]1[CH:9]=[CH:8][C:7]([N:10]2[CH2:15][CH2:14][N:13]([CH:16]([C:23](=[O:29])[N:24]([CH2:27][CH3:28])[CH2:25][CH3:26])[C:17]3[CH:22]=[CH:21][CH:20]=[CH:19][CH:18]=3)[CH2:12][CH2:11]2)=[C:6]([F:30])[CH:5]=1.[NH2:32][NH2:33].O. Product: [CH2:27]([N:24]([CH2:25][CH3:26])[C:23](=[O:29])[CH:16]([N:13]1[CH2:12][CH2:11][N:10]([C:7]2[CH:8]=[CH:9][C:4]([C:3]([NH:32][NH2:33])=[O:2])=[CH:5][C:6]=2[F:30])[CH2:15][CH2:14]1)[C:17]1[CH:22]=[CH:21][CH:20]=[CH:19][CH:18]=1)[CH3:28]. The catalyst class is: 5. (6) Reactant: [CH:1]1([C:4]2[N:5]=[CH:6][C:7]([O:10][CH:11]3[CH2:20][N:14]4[CH2:15][CH2:16][NH:17][C:18](=[O:19])[CH:13]4[CH2:12]3)=[N:8][CH:9]=2)[CH2:3][CH2:2]1.[H-].[Na+].Br[CH2:24][C:25]1[CH:30]=[CH:29][CH:28]=[C:27]([C:31]([F:34])([F:33])[F:32])[CH:26]=1. Product: [CH:1]1([C:4]2[N:5]=[CH:6][C:7]([O:10][C@H:11]3[CH2:20][N:14]4[CH2:15][CH2:16][N:17]([CH2:24][C:25]5[CH:30]=[CH:29][CH:28]=[C:27]([C:31]([F:32])([F:33])[F:34])[CH:26]=5)[C:18](=[O:19])[C@@H:13]4[CH2:12]3)=[N:8][CH:9]=2)[CH2:3][CH2:2]1. The catalyst class is: 9.